Dataset: Forward reaction prediction with 1.9M reactions from USPTO patents (1976-2016). Task: Predict the product of the given reaction. Given the reactants P([O-])([O-])([O-])=O.[K+].[K+].[K+].Br[C:10]1[CH:18]=[C:17]([F:19])[CH:16]=[C:15]2[C:11]=1[CH:12]=[CH:13][NH:14]2.[CH3:20][CH:21]([N:23]1[C:27]([C:28]([NH:30][C:31]2[C:32]3[C:36]([CH:37]=[C:38](B4OC(C)(C)CC(C)(C)O4)[CH:39]=2)=[N:35][N:34](C2CCCCO2)[CH:33]=3)=[O:29])=[CH:26][CH:25]=[N:24]1)[CH3:22].O, predict the reaction product. The product is: [F:19][C:17]1[CH:16]=[C:15]2[C:11]([CH:12]=[CH:13][NH:14]2)=[C:10]([C:38]2[CH:37]=[C:36]3[C:32]([CH:33]=[N:34][NH:35]3)=[C:31]([NH:30][C:28]([C:27]3[N:23]([CH:21]([CH3:22])[CH3:20])[N:24]=[CH:25][CH:26]=3)=[O:29])[CH:39]=2)[CH:18]=1.